From a dataset of Reaction yield outcomes from USPTO patents with 853,638 reactions. Predict the reaction yield, written as a fraction of the theoretical maximum amount of product (1.0 means a 100% yield; for example, 0.34 means a 34% yield). (1) The reactants are [CH3:1][C:2]1([CH3:23])[O:22][C:6]2=[C:7]([CH3:21])[N:8]=[CH:9][C:10]([CH2:11][NH:12][C:13]3[CH:20]=[CH:19][C:16](C#N)=[CH:15][CH:14]=3)=[C:5]2[CH2:4][O:3]1.[H-].[Na+].[C:26]([C:28]1[CH:35]=[CH:34][C:31]([CH2:32]Br)=[CH:30][CH:29]=1)#[N:27].[CH3:36][N:37](C=O)C. No catalyst specified. The product is [C:26]([C:28]1[CH:35]=[CH:34][C:31]([CH2:32][N:12]([C:13]2[CH:20]=[C:19]([CH:16]=[CH:15][CH:14]=2)[C:36]#[N:37])[CH2:11][C:10]2[CH:9]=[N:8][C:7]([CH3:21])=[C:6]3[O:22][C:2]([CH3:1])([CH3:23])[O:3][CH2:4][C:5]=23)=[CH:30][CH:29]=1)#[N:27]. The yield is 0.640. (2) The reactants are Br[C:2]1[CH:3]=[N:4][CH:5]=[C:6]([O:8][C:9]2[CH:14]=[CH:13][CH:12]=[CH:11][CH:10]=2)[CH:7]=1.C([Li])CCC.[O:20]=[C:21]1[CH2:27][CH:26]2[CH2:28][CH:22]1[CH2:23][N:24]([C:29]([O:31][CH2:32][CH3:33])=[O:30])[CH2:25]2. The catalyst is C(OCC)C.C1COCC1. The product is [OH:20][C:21]1([C:2]2[CH:3]=[N:4][CH:5]=[C:6]([O:8][C:9]3[CH:14]=[CH:13][CH:12]=[CH:11][CH:10]=3)[CH:7]=2)[CH2:27][CH:26]2[CH2:28][CH:22]1[CH2:23][N:24]([C:29]([O:31][CH2:32][CH3:33])=[O:30])[CH2:25]2. The yield is 0.840. (3) The reactants are N([O-])=O.[Na+].[Cl:5][C:6]1[C:11]([Cl:12])=[CH:10][CH:9]=[CH:8][C:7]=1[CH2:13][N:14]1[C:18]2[CH:19]=[C:20]([N:24]3[CH2:29][CH2:28][O:27][CH2:26][CH2:25]3)[CH:21]=[C:22](N)[C:17]=2[N:16]=[C:15]1[CH3:30].[Na+].[Br-:32].C([O-])([O-])=O.[Na+].[Na+]. The catalyst is O.Br. The product is [Br:32][C:22]1[C:17]2[N:16]=[C:15]([CH3:30])[N:14]([CH2:13][C:7]3[CH:8]=[CH:9][CH:10]=[C:11]([Cl:12])[C:6]=3[Cl:5])[C:18]=2[CH:19]=[C:20]([N:24]2[CH2:29][CH2:28][O:27][CH2:26][CH2:25]2)[CH:21]=1. The yield is 0.440. (4) The reactants are C(O[C:4](=[N:6][C:7](=O)[C:8]1[CH:13]=[CH:12][C:11]([Cl:14])=[CH:10][CH:9]=1)[CH3:5])C.[NH:16]([C:18]1[N:23]=[CH:22][C:21]([S:24]([NH2:27])(=[O:26])=[O:25])=[CH:20][CH:19]=1)[NH2:17].O. The product is [Cl:14][C:11]1[CH:10]=[CH:9][C:8]([C:7]2[N:16]([C:18]3[N:23]=[CH:22][C:21]([S:24]([NH2:27])(=[O:26])=[O:25])=[CH:20][CH:19]=3)[N:17]=[C:4]([CH3:5])[N:6]=2)=[CH:13][CH:12]=1. The catalyst is ClCCl.CO. The yield is 0.610. (5) The reactants are [Cl:1][C:2]1[N:10](CC=C)[C:9]2[C:8](=[O:14])[NH:7][C:6](=[O:15])[N:5]([CH2:16][CH2:17][CH2:18][CH2:19][CH3:20])[C:4]=2[N:3]=1.CS(C)=O.N1CCOCC1. The catalyst is C1COCC1.CCOC(C)=O.[Pd].C1(P(C2C=CC=CC=2)C2C=CC=CC=2)C=CC=CC=1.C1(P(C2C=CC=CC=2)C2C=CC=CC=2)C=CC=CC=1.C1(P(C2C=CC=CC=2)C2C=CC=CC=2)C=CC=CC=1.C1(P(C2C=CC=CC=2)C2C=CC=CC=2)C=CC=CC=1. The product is [Cl:1][C:2]1[NH:10][C:9]2[C:8](=[O:14])[NH:7][C:6](=[O:15])[N:5]([CH2:16][CH2:17][CH2:18][CH2:19][CH3:20])[C:4]=2[N:3]=1. The yield is 0.330. (6) The reactants are [OH:1][CH2:2][CH2:3][NH:4][C:5](=[O:11])[O:6][C:7]([CH3:10])([CH3:9])[CH3:8].C(N(CC)CC)C.Cl. The catalyst is CS(C)=O. The product is [O:1]=[CH:2][CH2:3][NH:4][C:5](=[O:11])[O:6][C:7]([CH3:9])([CH3:8])[CH3:10]. The yield is 0.660. (7) The reactants are O[CH2:2][C:3]1[CH:8]=[CH:7][N:6]=[C:5]([CH3:9])[CH:4]=1.[C-:10]#[N:11].[K+].C1OCCOCCOCCOCCOCCOC1.C(P(CCCC)CCCC)CCC. The catalyst is C(#N)C.O. The product is [C:10]([CH2:2][C:3]1[CH:8]=[CH:7][N:6]=[C:5]([CH3:9])[CH:4]=1)#[N:11]. The yield is 0.620. (8) The reactants are [CH3:1]C(C)([O-])C.[K+].[Cl:7][C:8]1[CH:22]=[CH:21][C:11]([C:12]([C:14]2[CH:19]=[CH:18][C:17]([I:20])=[CH:16][CH:15]=2)=[O:13])=[CH:10][CH:9]=1.[I-].C[S+](C)C. The catalyst is CS(C)=O.C(OCC)(=O)C. The product is [Cl:7][C:8]1[CH:22]=[CH:21][C:11]([C:12]2([C:14]3[CH:19]=[CH:18][C:17]([I:20])=[CH:16][CH:15]=3)[CH2:1][O:13]2)=[CH:10][CH:9]=1. The yield is 1.00.